Task: Predict which catalyst facilitates the given reaction.. Dataset: Catalyst prediction with 721,799 reactions and 888 catalyst types from USPTO (1) Product: [ClH:1].[Cl:1][C:2]1[CH:7]=[C:6]([O:8][C:9]2[C:18]3[C:13](=[CH:14][C:15]([O:21][CH3:22])=[C:16]([O:19][CH3:20])[CH:17]=3)[N:12]=[CH:11][CH:10]=2)[CH:5]=[CH:4][C:3]=1[NH:23][C:24]([NH:26][C:27]1[CH:31]=[C:30]([CH3:32])[O:29][N:28]=1)=[O:25]. The catalyst class is: 9. Reactant: [Cl:1][C:2]1[CH:7]=[C:6]([O:8][C:9]2[C:18]3[C:13](=[CH:14][C:15]([O:21][CH3:22])=[C:16]([O:19][CH3:20])[CH:17]=3)[N:12]=[CH:11][CH:10]=2)[CH:5]=[CH:4][C:3]=1[NH:23][C:24]([NH:26][C:27]1[CH:31]=[C:30]([CH3:32])[O:29][N:28]=1)=[O:25].Cl.C(O)CC. (2) Reactant: [CH3:1][O:2][C@H:3]1[CH2:8][CH2:7][CH2:6][C@@H:5]([NH:9][C:10]2[C:15]([C:16](O)=[O:17])=[CH:14][N:13]=[C:12]([S:19][CH3:20])[N:11]=2)[CH2:4]1.C[N:22](C(ON1N=NC2C=CC=NC1=2)=[N+](C)C)C.F[P-](F)(F)(F)(F)F.[Cl-].[NH4+].CCN(C(C)C)C(C)C. Product: [CH3:1][O:2][C@H:3]1[CH2:8][CH2:7][CH2:6][C@@H:5]([NH:9][C:10]2[C:15]([C:16]([NH2:22])=[O:17])=[CH:14][N:13]=[C:12]([S:19][CH3:20])[N:11]=2)[CH2:4]1. The catalyst class is: 18. (3) The catalyst class is: 224. Product: [CH3:21][O:13][C:12](=[O:14])[C:11]#[C:10][C:9]([C:4]1[CH:3]=[C:2]([Cl:1])[CH:7]=[C:6]([Cl:8])[CH:5]=1)([OH:19])[C:15]([F:16])([F:17])[F:18]. Reactant: [Cl:1][C:2]1[CH:3]=[C:4]([C:9]([OH:19])([C:15]([F:18])([F:17])[F:16])[C:10]#[C:11][C:12]([OH:14])=[O:13])[CH:5]=[C:6]([Cl:8])[CH:7]=1.[Si](C=[N+]=[N-])(C)(C)[CH3:21].C(O)(=O)C. (4) Reactant: O.[CH:2]([C:4]1[CH:9]=[CH:8][CH:7]=[CH:6][C:5]=1[CH:10]=[CH2:11])=[CH2:3].[C:12]1(=[O:18])[O:17][C:15](=[O:16])[CH:14]=[CH:13]1. Product: [CH:2]([C:4]1[CH:9]=[CH:8][CH:7]=[CH:6][C:5]=1[CH:10]=[CH2:11])=[CH2:3].[C:15]1(=[O:16])[O:17][C:12](=[O:18])[CH:13]=[CH:14]1. The catalyst class is: 11.